Dataset: Choline transporter screen with 302,306 compounds. Task: Binary Classification. Given a drug SMILES string, predict its activity (active/inactive) in a high-throughput screening assay against a specified biological target. (1) The molecule is O(C1CCN(CC1)CCC)c1cc(ccc1)C(=O)NCCc1ccccc1. The result is 1 (active). (2) The molecule is s1c(C(=O)Nc2cc(NC(=O)c3cc(OC)c(OC)cc3)ccc2)ccc1. The result is 0 (inactive). (3) The compound is Fc1ccc(CNCCc2cc3OCOc3cc2)cc1. The result is 0 (inactive). (4) The drug is S(c1nccc(c1)C(F)(F)F)c1nc([nH]n1)C(F)(F)F. The result is 0 (inactive). (5) The compound is S1(=O)(=O)N(C(C)C(=O)Nc2c(OCC)cccc2)C(=O)c2c1cccc2. The result is 0 (inactive). (6) The molecule is O=C1N(C(=O)NC21C(CCCC2)C)Cn1nnc2c(c1=O)cccc2. The result is 0 (inactive).